Dataset: Forward reaction prediction with 1.9M reactions from USPTO patents (1976-2016). Task: Predict the product of the given reaction. (1) Given the reactants [Cl:1][C:2]1[CH:3]=[CH:4][C:5]([F:15])=[C:6]([C:8]2[O:12][N:11]=[C:10]([CH:13]=[O:14])[CH:9]=2)[CH:7]=1.[CH3:16][Mg]I, predict the reaction product. The product is: [Cl:1][C:2]1[CH:3]=[CH:4][C:5]([F:15])=[C:6]([C:8]2[O:12][N:11]=[C:10]([CH:13]([OH:14])[CH3:16])[CH:9]=2)[CH:7]=1. (2) Given the reactants [CH:1]([C:3]1[S:7][CH:6]=[C:5](B(O)O)[CH:4]=1)=[O:2].[N:11]([C:20]([O:22][C:23]([CH3:26])([CH3:25])[CH3:24])=[O:21])=[N:12][C:13]([O:15][C:16]([CH3:19])([CH3:18])[CH3:17])=[O:14], predict the reaction product. The product is: [CH:1]([C:3]1[S:7][CH:6]=[C:5]([N:11]([C:20]([O:22][C:23]([CH3:26])([CH3:25])[CH3:24])=[O:21])[NH:12][C:13]([O:15][C:16]([CH3:17])([CH3:18])[CH3:19])=[O:14])[CH:4]=1)=[O:2]. (3) Given the reactants C([O-])([O-])=O.[Na+].[Na+].[C:7]1(B(O)O)[CH:12]=[CH:11][CH:10]=[CH:9][CH:8]=1.I[C:17]1[CH:39]=[CH:38][C:20]([CH2:21][N:22]([S:34]([CH3:37])(=[O:36])=[O:35])[CH2:23][CH2:24][CH2:25][CH2:26][CH2:27][CH2:28][C:29]([O:31][CH2:32][CH3:33])=[O:30])=[CH:19][CH:18]=1, predict the reaction product. The product is: [C:17]1([C:7]2[CH:12]=[CH:11][CH:10]=[CH:9][CH:8]=2)[CH:39]=[CH:38][C:20]([CH2:21][N:22]([S:34]([CH3:37])(=[O:36])=[O:35])[CH2:23][CH2:24][CH2:25][CH2:26][CH2:27][CH2:28][C:29]([O:31][CH2:32][CH3:33])=[O:30])=[CH:19][CH:18]=1. (4) Given the reactants [CH2:1](Br)Br.[F:4][C:5]([F:37])([F:36])[C:6]1[CH:11]=[CH:10][C:9]([C:12]2[CH:13]=[C:14]([CH:33]=[CH:34][CH:35]=2)[CH2:15][O:16][C:17]2[CH:18]=[C:19]3[C:24](=[CH:25][CH:26]=2)[CH:23]([CH2:27][C:28]([O:30][CH3:31])=[O:29])[C:22](=O)[CH2:21][CH2:20]3)=[CH:8][CH:7]=1, predict the reaction product. The product is: [F:36][C:5]([F:37])([F:4])[C:6]1[CH:11]=[CH:10][C:9]([C:12]2[CH:13]=[C:14]([CH:33]=[CH:34][CH:35]=2)[CH2:15][O:16][C:17]2[CH:18]=[C:19]3[C:24](=[CH:25][CH:26]=2)[CH:23]([CH2:27][C:28]([O:30][CH3:31])=[O:29])[C:22](=[CH2:1])[CH2:21][CH2:20]3)=[CH:8][CH:7]=1. (5) Given the reactants [C:1]([C@H:5]1[CH2:10][CH2:9][C@H:8]([O:11][C:12]2[C:13]([C:29]3[CH:34]=[CH:33][C:32](OC(F)(F)F)=[CH:31][CH:30]=3)=[C:14]3[C:19](=[CH:20][CH:21]=2)[CH:18]=[C:17]([C@:22]2([CH3:28])[CH2:26][O:25][C:24](=[O:27])[NH:23]2)[CH:16]=[CH:15]3)[CH2:7][CH2:6]1)([CH3:4])([CH3:3])[CH3:2].C1(B(O)O)C=CC=CC=1, predict the reaction product. The product is: [C:1]([C@H:5]1[CH2:10][CH2:9][C@H:8]([O:11][C:12]2[C:13]([C:29]3[CH:30]=[CH:31][CH:32]=[CH:33][CH:34]=3)=[C:14]3[C:19](=[CH:20][CH:21]=2)[CH:18]=[C:17]([C@:22]2([CH3:28])[CH2:26][O:25][C:24](=[O:27])[NH:23]2)[CH:16]=[CH:15]3)[CH2:7][CH2:6]1)([CH3:2])([CH3:3])[CH3:4]. (6) Given the reactants C1(=O)[N:5]([CH2:6][CH2:7][CH2:8][CH2:9][O:10][C:11]2[CH:16]=[C:15]([Br:17])[CH:14]=[C:13]([Br:18])[CH:12]=2)C(=O)C2=CC=CC=C12.O.NN.Cl, predict the reaction product. The product is: [Br:17][C:15]1[CH:16]=[C:11]([CH:12]=[C:13]([Br:18])[CH:14]=1)[O:10][CH2:9][CH2:8][CH2:7][CH2:6][NH2:5].